Dataset: Reaction yield outcomes from USPTO patents with 853,638 reactions. Task: Predict the reaction yield, written as a fraction of the theoretical maximum amount of product (1.0 means a 100% yield; for example, 0.34 means a 34% yield). (1) The reactants are C(NC(C)C)(C)C.C([Li])CCC.[Cl:13][C:14]1[N:19]=[C:18]([Cl:20])[CH:17]=[C:16]([Cl:21])[N:15]=1.[C:22](=[O:24])=[O:23].Cl. The catalyst is C1COCC1. The product is [Cl:13][C:14]1[N:19]=[C:18]([Cl:20])[C:17]([C:22]([OH:24])=[O:23])=[C:16]([Cl:21])[N:15]=1. The yield is 0.490. (2) The reactants are [NH2:1][C:2]1[C:3]([NH:13][CH2:14][CH2:15][CH2:16][OH:17])=[C:4]([CH:9]=[CH:10][C:11]=1[Cl:12])[C:5]([O:7][CH3:8])=[O:6].[Cl:18][C:19]1[CH:24]=[C:23]([Cl:25])[CH:22]=[C:21]([CH3:26])[C:20]=1[N:27]=[C:28]=[S:29]. The catalyst is O1CCCC1.C(=O)([O-])O.[Na+]. The product is [Cl:12][C:11]1[CH:10]=[CH:9][C:4]([C:5]([O:7][CH3:8])=[O:6])=[C:3]([NH:13][CH2:14][CH2:15][CH2:16][OH:17])[C:2]=1[NH:1][C:28](=[S:29])[NH:27][C:20]1[C:21]([CH3:26])=[CH:22][C:23]([Cl:25])=[CH:24][C:19]=1[Cl:18]. The yield is 0.790. (3) The reactants are [CH3:1][O:2][CH2:3][CH2:4][N:5]1[CH2:10][CH2:9][CH:8]([NH2:11])[CH2:7][CH2:6]1.[CH2:12]([O:14][C:15](=[O:34])[CH:16]([C:24]1[C:29]([N+:30]([O-:32])=[O:31])=[CH:28][N:27]=[C:26](Cl)[N:25]=1)[C:17]([O:19][C:20]([CH3:23])([CH3:22])[CH3:21])=[O:18])[CH3:13].C(OC(C)(C)C)(=O)CC(OCC)=O. The catalyst is CCO.CCOC(C)=O. The product is [CH2:12]([O:14][C:15](=[O:34])[CH:16]([C:24]1[C:29]([N+:30]([O-:32])=[O:31])=[CH:28][N:27]=[C:26]([NH:11][CH:8]2[CH2:7][CH2:6][N:5]([CH2:4][CH2:3][O:2][CH3:1])[CH2:10][CH2:9]2)[N:25]=1)[C:17]([O:19][C:20]([CH3:23])([CH3:22])[CH3:21])=[O:18])[CH3:13]. The yield is 0.290.